From a dataset of Reaction yield outcomes from USPTO patents with 853,638 reactions. Predict the reaction yield, written as a fraction of the theoretical maximum amount of product (1.0 means a 100% yield; for example, 0.34 means a 34% yield). (1) The reactants are [CH3:1][O:2][CH:3]1[O:8][CH2:7][CH:6]([CH2:9][O:10][C:11]2[CH:16]=[CH:15][N:14]=[C:13]([CH2:17][S:18][C:19]3[NH:23][C:22]4[CH:24]=[CH:25][CH:26]=[CH:27][C:21]=4[N:20]=3)[C:12]=2[CH3:28])[CH2:5][O:4]1.ClC1C=CC=C(C(OO)=[O:37])C=1.C(=O)([O-])O.[Na+]. The catalyst is C1(C)C=CC=CC=1.CO. The product is [CH3:1][O:2][CH:3]1[O:8][CH2:7][CH:6]([CH2:9][O:10][C:11]2[CH:16]=[CH:15][N:14]=[C:13]([CH2:17][S:18]([C:19]3[NH:20][C:21]4[CH:27]=[CH:26][CH:25]=[CH:24][C:22]=4[N:23]=3)=[O:37])[C:12]=2[CH3:28])[CH2:5][O:4]1. The yield is 0.659. (2) The reactants are C(OCC)(OCC)O[CH2:3][CH3:4].[C:11]([O:14][C@@H:15]1[C@H:21]2[C@H:22]3[C@H:31]([CH2:32][CH2:33][C@:18]2([CH2:19][CH3:20])[C:17](=[O:35])[CH2:16]1)[C@@H:30]1[C:25](=[CH:26][C:27](=[O:34])[CH2:28][CH2:29]1)[CH2:24][CH2:23]3)(=[O:13])[CH3:12]. The catalyst is CCO.C1(C)C=CC(S(O)(=O)=O)=CC=1. The product is [C:11]([O:14][C@@H:15]1[C@H:21]2[C@H:22]3[C@H:31]([CH2:32][CH2:33][C@:18]2([CH2:19][CH3:20])[C:17](=[O:35])[CH2:16]1)[C@@H:30]1[C:25]([CH:26]=[C:27]([O:34][CH2:3][CH3:4])[CH2:28][CH2:29]1)=[CH:24][CH2:23]3)(=[O:13])[CH3:12]. The yield is 0.970. (3) The reactants are [C:1]([O:5][C:6]([NH:8][C@@H:9]1[CH2:14][CH2:13][N:12](C(OCC2C=CC=CC=2)=O)[CH2:11][C@H:10]1[O:25][Si:26]([C:29]([CH3:32])([CH3:31])[CH3:30])([CH3:28])[CH3:27])=[O:7])([CH3:4])([CH3:3])[CH3:2]. The catalyst is CO.[Pd]. The product is [C:1]([O:5][C:6](=[O:7])[NH:8][C@@H:9]1[CH2:14][CH2:13][NH:12][CH2:11][C@H:10]1[O:25][Si:26]([C:29]([CH3:32])([CH3:31])[CH3:30])([CH3:27])[CH3:28])([CH3:4])([CH3:2])[CH3:3]. The yield is 0.950. (4) The reactants are C(N([P:8]([N:12]([CH:16]([CH3:18])[CH3:17])[CH:13]([CH3:15])[CH3:14])(Cl)([O-:10])[O-:9])C(C)C)(C)C.[C:19]([NH:24][C:25]1[NH:26][C:27](=[O:65])[C:28]2[N:29]=[CH:30][N:31]([C:63]=2[N:64]=1)[C@@H:32]1[O:62][C@H:36]([CH2:37][O:38][C:39]([C:56]2[CH:61]=[CH:60][CH:59]=[CH:58][CH:57]=2)([C:48]2[CH:53]=[CH:52][C:51]([O:54][CH3:55])=[CH:50][CH:49]=2)[C:40]2[CH:45]=[CH:44][C:43]([O:46][CH3:47])=[CH:42][CH:41]=2)[C@@H:34]([OH:35])[CH2:33]1)(=[O:23])[CH:20]([CH3:22])[CH3:21].C(N(C(C)C)C(C)C)C.[C:75]([O:78][C@@H:79]1[C@@H:91]([O:92][C:93](=[O:95])[CH3:94])[C@H:90]([O:96][C:97](=[O:99])[CH3:98])[C@@H:89]([CH2:100][O:101][C:102](=[O:104])[CH3:103])[O:88][C@H:80]1[O:81][CH2:82][CH2:83][O:84][CH2:85][CH2:86]O)(=[O:77])[CH3:76].N1C=NN=N1. The catalyst is ClCCl. The product is [C:19]([NH:24][C:25]1[NH:26][C:27](=[O:65])[C:28]2[N:29]=[CH:30][N:31]([C:63]=2[N:64]=1)[C@@H:32]1[O:62][C@H:36]([CH2:37][O:38][C:39]([C:56]2[CH:61]=[CH:60][CH:59]=[CH:58][CH:57]=2)([C:48]2[CH:53]=[CH:52][C:51]([O:54][CH3:55])=[CH:50][CH:49]=2)[C:40]2[CH:41]=[CH:42][C:43]([O:46][CH3:47])=[CH:44][CH:45]=2)[C@@H:34]([O:35][P:8]([N:12]([CH:13]([CH3:14])[CH3:15])[CH:16]([CH3:17])[CH3:18])([O:9][CH2:86][CH2:85][O:84][CH2:83][CH2:82][O:81][C@@H:80]2[O:88][C@H:89]([CH2:100][O:101][C:102](=[O:104])[CH3:103])[C@@H:90]([O:96][C:97](=[O:99])[CH3:98])[C@H:91]([O:92][C:93](=[O:95])[CH3:94])[C@H:79]2[O:78][C:75](=[O:77])[CH3:76])=[O:10])[CH2:33]1)(=[O:23])[CH:20]([CH3:22])[CH3:21]. The yield is 0.712. (5) The reactants are [F:1][C:2]([F:15])([F:14])[C:3]1[CH:12]=[C:11]2[C:6]([C:7]([OH:13])=[CH:8][CH:9]=[N:10]2)=[CH:5][CH:4]=1.C([O-])([O-])=O.[Cs+].[Cs+].Br[CH2:23][CH2:24][CH2:25][CH2:26][CH2:27][O:28][C:29]1[C:30](=[O:37])[CH:31]=[C:32]([CH2:35][OH:36])[O:33][CH:34]=1. The catalyst is CN(C=O)C. The product is [F:15][C:2]([F:1])([F:14])[C:3]1[CH:12]=[C:11]2[C:6]([C:7]([O:13][CH2:23][CH2:24][CH2:25][CH2:26][CH2:27][O:28][C:29]3[C:30](=[O:37])[CH:31]=[C:32]([CH2:35][OH:36])[O:33][CH:34]=3)=[CH:8][CH:9]=[N:10]2)=[CH:5][CH:4]=1. The yield is 0.470. (6) The reactants are [CH2:1]([C@H:8]1[C:37](=[O:38])[N:36]([CH3:39])[C@@H:35]([CH2:40][CH:41]([CH3:43])[CH3:42])[C:34](=[O:44])[NH:33][C@@H:32]([C@H:45]([OH:47])[CH3:46])[C:31](=[O:48])[N:30]([CH3:49])[CH2:29][C:28](=[O:50])[N:27]([CH3:51])[C@@H:26]([CH2:52][CH:53]([CH3:55])[CH3:54])[C:25](=[O:56])[NH:24][C@@H:23]([CH2:57][O:58][C:59]([CH3:62])([CH3:61])[CH3:60])[C:22](=[O:63])[N:21]([CH3:64])[C@@H:20]([C@H:65]([CH2:67][CH3:68])[CH3:66])[C:19](=[O:69])[NH:18][C@H:17]([C:70]([N:72]2[CH2:77][CH2:76][CH2:75][CH2:74][CH2:73]2)=[O:71])[CH2:16][S:15][CH2:14][C:13](=[O:78])[N:12]([CH3:79])[C@@H:11]([CH3:80])[C:10](=[O:81])[N:9]1[CH3:82])[C:2]1[CH:7]=[CH:6][CH:5]=[CH:4][CH:3]=1.O.[OH:84]OS([O-])=O.[K+].CS(C)=O. The catalyst is CO. The product is [CH2:1]([C@H:8]1[C:37](=[O:38])[N:36]([CH3:39])[C@@H:35]([CH2:40][CH:41]([CH3:42])[CH3:43])[C:34](=[O:44])[NH:33][C@@H:32]([C@H:45]([OH:47])[CH3:46])[C:31](=[O:48])[N:30]([CH3:49])[CH2:29][C:28](=[O:50])[N:27]([CH3:51])[C@@H:26]([CH2:52][CH:53]([CH3:55])[CH3:54])[C:25](=[O:56])[NH:24][C@@H:23]([CH2:57][O:58][C:59]([CH3:60])([CH3:62])[CH3:61])[C:22](=[O:63])[N:21]([CH3:64])[C@@H:20]([C@H:65]([CH2:67][CH3:68])[CH3:66])[C:19](=[O:69])[NH:18][C@H:17]([C:70]([N:72]2[CH2:73][CH2:74][CH2:75][CH2:76][CH2:77]2)=[O:71])[CH2:16][S:15](=[O:84])[CH2:14][C:13](=[O:78])[N:12]([CH3:79])[C@@H:11]([CH3:80])[C:10](=[O:81])[N:9]1[CH3:82])[C:2]1[CH:3]=[CH:4][CH:5]=[CH:6][CH:7]=1. The yield is 0.900. (7) The reactants are F[C:2]1[N:7]=[C:6]([C:8]2[C:16]3[C:11](=[CH:12][N:13]=[C:14]([C:17]4[CH:18]=[N:19][N:20]([CH3:22])[CH:21]=4)[CH:15]=3)[N:10](C3CCCCO3)[N:9]=2)[CH:5]=[CH:4][CH:3]=1.C([N:48]1[CH:52]=[C:51]([CH2:53][CH2:54][NH2:55])[N:50]=[CH:49]1)(C1C=CC=CC=1)(C1C=CC=CC=1)C1C=CC=CC=1. No catalyst specified. The product is [NH:48]1[CH:52]=[C:51]([CH2:53][CH2:54][NH:55][C:2]2[CH:3]=[CH:4][CH:5]=[C:6]([C:8]3[C:16]4[C:11](=[CH:12][N:13]=[C:14]([C:17]5[CH:18]=[N:19][N:20]([CH3:22])[CH:21]=5)[CH:15]=4)[NH:10][N:9]=3)[N:7]=2)[N:50]=[CH:49]1. The yield is 0.376.